Dataset: Human Reference Interactome with 51,813 positive PPI pairs across 8,248 proteins, plus equal number of experimentally-validated negative pairs. Task: Binary Classification. Given two protein amino acid sequences, predict whether they physically interact or not. Protein 1 (ENSG00000144848) has sequence MQNVINTVKGKALEVAEYLTPVLKESKFKETGVITPEEFVAAGDHLVHHCPTWQWATGEELKVKAYLPTGKQFLVTKNVPCYKRCKQMEYSDELEAIIEEDDGDGGWVDTYHNTGITGITEAVKEITLENKDNIRLQDCSALCEEEEDEDEGEAADMEEYEESGLLETDEATLDTRKIVEACKAKTDAGGEDAILQTRTYDLYITYDKYYQTPRLWLFGYDEQRQPLTVEHMYEDISQDHVKKTVTIENHPHLPPPPMCSVHPCRHAEVMKKIIETVAEGGGELGVHMYLLIFLKFVQAV.... Protein 2 (ENSG00000152904) has sequence MEKTQETVQRILLEPYKYLLQLPGKQVRTKLSQAFNHWLKVPEDKLQIIIEVTEMLHNASLLIDDIEDNSKLRRGFPVAHSIYGIPSVINSANYVYFLGLEKVLTLDHPDAVKLFTRQLLELHQGQGLDIYWRDNYTCPTEEEYKAMVLQKTGGLFGLAVGLMQLFSDYKEDLKPLLNTLGLFFQIRDDYANLHSKEYSENKSFCEDLTEGKFSFPTIHAIWSRPESTQVQNILRQRTENIDIKKYCVHYLEDVGSFEYTRNTLKELEAKAYKQIDARGGNPELVALVKHLSKMFKEENE.... Result: 0 (the proteins do not interact).